From a dataset of Full USPTO retrosynthesis dataset with 1.9M reactions from patents (1976-2016). Predict the reactants needed to synthesize the given product. (1) Given the product [F:27][C:28]([F:45])([F:44])[C:29]1[CH:34]=[CH:33][C:32](/[CH:35]=[CH:36]/[C:37]2[O:38][CH:39]=[C:40]([CH2:42][O:26][C:23]3[CH:22]=[CH:21][C:20]([CH2:19][CH2:18][CH2:17][CH2:16][N:12]4[CH:13]=[CH:14][N:15]=[C:11]4[CH:10]([OH:5])[CH3:9])=[CH:25][CH:24]=3)[N:41]=2)=[CH:31][CH:30]=1, predict the reactants needed to synthesize it. The reactants are: CN(C=[O:5])C.[H-].[Na+].O[CH2:9][CH2:10][C:11]1[N:12]([CH2:16][CH2:17][CH2:18][CH2:19][C:20]2[CH:25]=[CH:24][C:23]([OH:26])=[CH:22][CH:21]=2)[CH:13]=[CH:14][N:15]=1.[F:27][C:28]([F:45])([F:44])[C:29]1[CH:34]=[CH:33][C:32](/[CH:35]=[CH:36]/[C:37]2[O:38][CH:39]=[C:40]([CH2:42]Cl)[N:41]=2)=[CH:31][CH:30]=1. (2) The reactants are: [Cl:1][C:2]1[CH:3]=[C:4]([CH2:9][CH2:10][CH2:11][NH:12][C:13](=[O:23])/[CH:14]=[C:15]2\[O:16][C:17]([CH3:22])([CH3:21])[O:18][C:19]\2=[O:20])[CH:5]=[CH:6][C:7]=1[Cl:8].Cl[C:25]1C=C(/C=C/CCN)C=CC=1Cl. Given the product [Cl:8][C:7]1[CH:6]=[C:5](/[CH:4]=[CH:9]/[CH2:10][CH2:11][NH:12][C:13](=[O:23])/[CH:14]=[C:15]2\[O:16][C:17]([CH3:21])([CH3:22])[O:18][C:19]\2=[O:20])[CH:25]=[CH:3][C:2]=1[Cl:1], predict the reactants needed to synthesize it. (3) Given the product [O:1]1[CH2:6][CH2:5][CH2:4][CH2:3][CH:2]1[O:7][CH:8]1[CH:12]2[O:13][CH2:14][C:15](=[O:16])[CH:11]2[O:10][CH2:9]1, predict the reactants needed to synthesize it. The reactants are: [O:1]1[CH2:6][CH2:5][CH2:4][CH2:3][CH:2]1[O:7][CH:8]1[CH:12]2[O:13][CH2:14][CH:15]([OH:16])[CH:11]2[O:10][CH2:9]1. (4) Given the product [C:44]([NH:33][S:30]([C:28]1[CH:27]=[CH:26][C:18]2[N:19]([CH:20]3[CH2:21][CH2:22][CH2:23][CH2:24][CH2:25]3)[C:15]([C:12]3[CH:11]=[CH:10][C:9]([O:8][CH2:1][C:2]4[CH:7]=[CH:6][CH:5]=[CH:4][CH:3]=4)=[CH:14][CH:13]=3)=[N:16][C:17]=2[CH:29]=1)(=[O:32])=[O:31])(=[O:46])[CH3:45], predict the reactants needed to synthesize it. The reactants are: [CH2:1]([O:8][C:9]1[CH:14]=[CH:13][C:12]([C:15]2[N:19]([CH:20]3[CH2:25][CH2:24][CH2:23][CH2:22][CH2:21]3)[C:18]3[CH:26]=[CH:27][C:28]([S:30]([NH2:33])(=[O:32])=[O:31])=[CH:29][C:17]=3[N:16]=2)=[CH:11][CH:10]=1)[C:2]1[CH:7]=[CH:6][CH:5]=[CH:4][CH:3]=1.C[Si]([N-][Si](C)(C)C)(C)C.[Li+].[C:44](Cl)(=[O:46])[CH3:45]. (5) Given the product [CH3:1][O:2][C:3]1[CH:8]=[CH:7][C:6]([NH:9][C:11]2[C:20]3[C:15](=[CH:16][CH:17]=[CH:18][CH:19]=3)[N:14]=[CH:13][CH:12]=2)=[CH:5][CH:4]=1, predict the reactants needed to synthesize it. The reactants are: [CH3:1][O:2][C:3]1[CH:8]=[CH:7][C:6]([NH2:9])=[CH:5][CH:4]=1.Cl[C:11]1[C:20]2[C:15](=[CH:16][CH:17]=[CH:18][CH:19]=2)[N:14]=[CH:13][CH:12]=1.CCN(C(C)C)C(C)C. (6) The reactants are: [OH:1][C:2]1[CH:7]=[CH:6][C:5]([CH2:8][CH2:9][C:10]([O:12][C:13]([CH3:16])([CH3:15])[CH3:14])=[O:11])=[CH:4][CH:3]=1.[H-].[Na+].[Br:19][C:20]1[CH:21]=[C:22]([CH:25]=[CH:26][CH:27]=1)[CH2:23]Br. Given the product [Br:19][C:20]1[CH:21]=[C:22]([CH:25]=[CH:26][CH:27]=1)[CH2:23][O:1][C:2]1[CH:3]=[CH:4][C:5]([CH2:8][CH2:9][C:10]([O:12][C:13]([CH3:16])([CH3:15])[CH3:14])=[O:11])=[CH:6][CH:7]=1, predict the reactants needed to synthesize it.